From a dataset of Catalyst prediction with 721,799 reactions and 888 catalyst types from USPTO. Predict which catalyst facilitates the given reaction. Reactant: [OH:1][C:2]([CH:4]=[CH:5][C:6]1[CH:24]=[CH:23][C:9]([O:10][CH2:11][CH2:12][CH2:13][CH2:14][CH2:15][CH2:16][O:17][C:18](=[O:22])[C:19]([CH3:21])=[CH2:20])=[CH:8][CH:7]=1)=[O:3].[CH2:25](O)[CH2:26][CH2:27][CH2:28][CH3:29].C1(N=C=NC2CCCCC2)CCCCC1. Product: [CH2:25]([O:3][C:2]([CH:4]=[CH:5][C:6]1[CH:24]=[CH:23][C:9]([O:10][CH2:11][CH2:12][CH2:13][CH2:14][CH2:15][CH2:16][O:17][C:18](=[O:22])[C:19]([CH3:21])=[CH2:20])=[CH:8][CH:7]=1)=[O:1])[CH2:26][CH2:27][CH2:28][CH3:29]. The catalyst class is: 277.